Dataset: Catalyst prediction with 721,799 reactions and 888 catalyst types from USPTO. Task: Predict which catalyst facilitates the given reaction. (1) Reactant: [Cl:1][C:2]1[C:3]([C:18]#[N:19])=[C:4]2[N:9]([C:10]=1[C:11]1[CH:12]=[N:13][CH:14]=[C:15]([Br:17])[CH:16]=1)[CH:8]=[CH:7][CH:6]=[CH:5]2.[OH-:20].[K+].ClCCl.CO. Product: [Cl:1][C:2]1[C:3]([C:18]([NH2:19])=[O:20])=[C:4]2[N:9]([C:10]=1[C:11]1[CH:12]=[N:13][CH:14]=[C:15]([Br:17])[CH:16]=1)[CH:8]=[CH:7][CH:6]=[CH:5]2. The catalyst class is: 107. (2) Reactant: [CH2:1]([C@@H:3]1[CH2:24][O:23][C:6]2=[C:7]3[C:12](=[CH:13][CH:14]=[C:5]2[NH:4]1)[N:11]=[C:10]([O:15][CH:16]([CH3:18])[CH3:17])[CH:9]=[C:8]3[C:19]([F:22])([F:21])[F:20])[CH3:2].C([O-])([O-])=O.[K+].[K+]. Product: [CH2:1]([C@@H:3]1[CH2:24][O:23][C:6]2=[C:7]3[C:12](=[CH:13][CH:14]=[C:5]2[N:4]1[CH2:8][C:7]([CH3:12])=[CH2:6])[N:11]=[C:10]([O:15][CH:16]([CH3:18])[CH3:17])[CH:9]=[C:8]3[C:19]([F:21])([F:22])[F:20])[CH3:2]. The catalyst class is: 3. (3) Reactant: [CH:1]([N:3]1[CH2:8][CH2:7][N:6]([C:9]([NH:12][NH2:13])=[N:10][CH3:11])[CH2:5][CH2:4]1)=[O:2].[CH3:14]I. Product: [CH:1]([N:3]1[CH2:4][CH2:5][N:6]([C:9]([N:12]([CH3:14])[NH2:13])=[N:10][CH3:11])[CH2:7][CH2:8]1)=[O:2]. The catalyst class is: 10. (4) Reactant: [NH2:1][C:2]1[CH:7]=[CH:6][C:5]([C:8]2[CH:13]=[CH:12][C:11]([C:14]([C@@H:16]3[CH2:18][C@H:17]3[C:19]([O:21][CH3:22])=[O:20])=[O:15])=[CH:10][CH:9]=2)=[CH:4][CH:3]=1.[F:23][C:24]1[CH:25]=[C:26]([CH2:31][C:32](O)=[O:33])[CH:27]=[CH:28][C:29]=1[F:30].CN(C1C=CC=CN=1)C.CCN=C=NCCCN(C)C. Product: [F:23][C:24]1[CH:25]=[C:26]([CH2:31][C:32]([NH:1][C:2]2[CH:3]=[CH:4][C:5]([C:8]3[CH:13]=[CH:12][C:11]([C:14]([C@@H:16]4[CH2:18][C@H:17]4[C:19]([O:21][CH3:22])=[O:20])=[O:15])=[CH:10][CH:9]=3)=[CH:6][CH:7]=2)=[O:33])[CH:27]=[CH:28][C:29]=1[F:30]. The catalyst class is: 46. (5) Reactant: [N:1]1([C:6]2[CH:11]=[CH:10][C:9](/[CH:12]=[CH:13]/[C:14]([C:20]3[CH:25]=[C:24]([Cl:26])[CH:23]=[C:22]([Cl:27])[CH:21]=3)([OH:19])[C:15]([F:18])([F:17])[F:16])=[CH:8][CH:7]=2)[CH:5]=[N:4][CH:3]=[N:2]1.[H-].[Na+].[CH3:30]I. Product: [Cl:27][C:22]1[CH:21]=[C:20]([C:14]([O:19][CH3:30])([C:15]([F:18])([F:17])[F:16])/[CH:13]=[CH:12]/[C:9]2[CH:10]=[CH:11][C:6]([N:1]3[CH:5]=[N:4][CH:3]=[N:2]3)=[CH:7][CH:8]=2)[CH:25]=[C:24]([Cl:26])[CH:23]=1. The catalyst class is: 1.